This data is from Peptide-MHC class II binding affinity with 134,281 pairs from IEDB. The task is: Regression. Given a peptide amino acid sequence and an MHC pseudo amino acid sequence, predict their binding affinity value. This is MHC class II binding data. (1) The peptide sequence is EKKYEAATQFEPLAA. The MHC is HLA-DPA10301-DPB10402 with pseudo-sequence HLA-DPA10301-DPB10402. The binding affinity (normalized) is 0.528. (2) The peptide sequence is EKKYFAATQTEPLAA. The MHC is HLA-DPA10201-DPB10501 with pseudo-sequence HLA-DPA10201-DPB10501. The binding affinity (normalized) is 0.515. (3) The peptide sequence is GELFIVDKIDAAFKI. The MHC is DRB1_1302 with pseudo-sequence DRB1_1302. The binding affinity (normalized) is 0.611. (4) The peptide sequence is AAFKIAATAANSAPA. The MHC is DRB1_1001 with pseudo-sequence DRB1_1001. The binding affinity (normalized) is 1.00. (5) The MHC is HLA-DQA10102-DQB10602 with pseudo-sequence HLA-DQA10102-DQB10602. The peptide sequence is GCIHMARSLANEWRD. The binding affinity (normalized) is 0.523. (6) The peptide sequence is QYAKEIWGITANPVP. The MHC is HLA-DQA10501-DQB10301 with pseudo-sequence HLA-DQA10501-DQB10301. The binding affinity (normalized) is 0.748. (7) The peptide sequence is ISEWQPSKGWNDWEN. The MHC is HLA-DQA10601-DQB10402 with pseudo-sequence HLA-DQA10601-DQB10402. The binding affinity (normalized) is 0. (8) The binding affinity (normalized) is 1.00. The peptide sequence is ELQHIILNASYITPY. The MHC is DRB1_0101 with pseudo-sequence DRB1_0101.